This data is from Peptide-MHC class I binding affinity with 185,985 pairs from IEDB/IMGT. The task is: Regression. Given a peptide amino acid sequence and an MHC pseudo amino acid sequence, predict their binding affinity value. This is MHC class I binding data. (1) The peptide sequence is APPPSWDQMW. The MHC is Mamu-A01 with pseudo-sequence Mamu-A01. The binding affinity (normalized) is 0. (2) The peptide sequence is RTRFFCIPK. The MHC is HLA-A69:01 with pseudo-sequence HLA-A69:01. The binding affinity (normalized) is 0.0847. (3) The peptide sequence is RVHFHRFMY. The MHC is HLA-B18:01 with pseudo-sequence HLA-B18:01. The binding affinity (normalized) is 0.0847. (4) The peptide sequence is TLDESFLGRY. The MHC is HLA-A26:01 with pseudo-sequence HLA-A26:01. The binding affinity (normalized) is 0.549. (5) The peptide sequence is ETALAIIRR. The MHC is HLA-A31:01 with pseudo-sequence HLA-A31:01. The binding affinity (normalized) is 0.103. (6) The peptide sequence is CYHCQFCFL. The MHC is Mamu-B52 with pseudo-sequence Mamu-B52. The binding affinity (normalized) is 0.257. (7) The peptide sequence is SFWFFHPPY. The MHC is HLA-B39:01 with pseudo-sequence HLA-B39:01. The binding affinity (normalized) is 0.0847. (8) The peptide sequence is IRHVYHNLK. The MHC is HLA-B58:01 with pseudo-sequence HLA-B58:01. The binding affinity (normalized) is 0.0847. (9) The peptide sequence is ETIGLVRAL. The MHC is HLA-A24:03 with pseudo-sequence HLA-A24:03. The binding affinity (normalized) is 0.0847.